This data is from Full USPTO retrosynthesis dataset with 1.9M reactions from patents (1976-2016). The task is: Predict the reactants needed to synthesize the given product. (1) Given the product [F:11][C:5]1[CH:6]=[C:7]([CH:8]=[CH:9][C:4]=1[C:3]([N:30]1[CH2:31][CH2:32][CH2:33][C@H:29]1[CH2:28][N:24]1[CH2:25][CH2:26][CH2:27][C@H:23]1[CH3:22])=[O:12])[O:10][CH2:14][C:15]1[S:19][C:18]([C:20]#[N:21])=[CH:17][CH:16]=1, predict the reactants needed to synthesize it. The reactants are: CO[C:3](=[O:12])[C:4]1[CH:9]=[CH:8][C:7]([OH:10])=[CH:6][C:5]=1[F:11].Br[CH2:14][C:15]1[S:19][C:18]([C:20]#[N:21])=[CH:17][CH:16]=1.[CH3:22][C@@H:23]1[CH2:27][CH2:26][CH2:25][N:24]1[CH2:28][C@@H:29]1[CH2:33][CH2:32][CH2:31][NH:30]1. (2) Given the product [CH2:11]([C@H:18]1[CH2:19][N:20]([C:24]2[CH:29]=[CH:28][C:27]([O:30][CH3:31])=[C:26]([O:32][CH:33]3[CH2:36][CH2:35][CH2:34]3)[CH:25]=2)[CH2:21][CH2:22][N:23]1[C:8](=[O:10])[CH2:7][C:2]1[N:1]=[CH:6][CH:5]=[CH:4][N:3]=1)[C:12]1[CH:13]=[CH:14][CH:15]=[CH:16][CH:17]=1, predict the reactants needed to synthesize it. The reactants are: [N:1]1[CH:6]=[CH:5][CH:4]=[N:3][C:2]=1[CH2:7][C:8]([OH:10])=O.[CH2:11]([C@@H:18]1[NH:23][CH2:22][CH2:21][N:20]([C:24]2[CH:29]=[CH:28][C:27]([O:30][CH3:31])=[C:26]([O:32][CH:33]3[CH2:36][CH2:35][CH2:34]3)[CH:25]=2)[CH2:19]1)[C:12]1[CH:17]=[CH:16][CH:15]=[CH:14][CH:13]=1. (3) Given the product [CH:21]1([C:19]([N:16]2[CH2:17][CH2:18][C@@H:14]([CH2:13][C:12]3[N:8]([C:5]4[CH:6]=[CH:7][C:2]([C:50]5[CH:59]=[CH:58][C:57]6[C:52](=[CH:53][CH:54]=[C:55]([F:60])[CH:56]=6)[CH:51]=5)=[CH:3][C:4]=4[F:25])[C:9](=[O:24])[NH:10][N:11]=3)[CH2:15]2)=[O:20])[CH2:23][CH2:22]1, predict the reactants needed to synthesize it. The reactants are: Br[C:2]1[CH:7]=[CH:6][C:5]([N:8]2[C:12]([CH2:13][C@@H:14]3[CH2:18][CH2:17][N:16]([C:19]([CH:21]4[CH2:23][CH2:22]4)=[O:20])[CH2:15]3)=[N:11][NH:10][C:9]2=[O:24])=[C:4]([F:25])[CH:3]=1.B1(B2OC(C)(C)C(C)(C)O2)OC(C)(C)C(C)(C)O1.C([O-])(=O)C.[K+].Br[C:50]1[CH:59]=[CH:58][C:57]2[C:52](=[CH:53][CH:54]=[C:55]([F:60])[CH:56]=2)[CH:51]=1.C(=O)([O-])[O-].[K+].[K+]. (4) Given the product [Cl:22][C:23]1[CH:31]=[CH:30][C:26]([C:27]([N:34]2[CH2:6][C:5]3[C:14]([C:18]([F:19])([F:20])[F:21])=[CH:15][CH:16]=[CH:17][C:4]=3[N:1]([CH2:52][C:51]3[CH:54]=[CH:55][C:48]([C:46]([N:41]4[CH2:45][CH:44]=[CH:43][CH2:42]4)=[O:47])=[CH:49][CH:50]=3)[C:33](=[O:58])[CH2:32]2)=[O:28])=[CH:25][CH:24]=1, predict the reactants needed to synthesize it. The reactants are: [N+:1]([C:4]1[CH:17]=[CH:16][CH:15]=[C:14]([C:18]([F:21])([F:20])[F:19])[C:5]=1[CH2:6]C(N)C(OCC)=O)([O-])=O.[Cl:22][C:23]1[CH:31]=[CH:30][C:26]([C:27](Cl)=[O:28])=[CH:25][CH:24]=1.[CH2:32]([N:34](CC)CC)[CH3:33].[H][H].[N:41]1([C:46]([C:48]2[CH:55]=[CH:54][C:51]([CH:52]=O)=[CH:50][CH:49]=2)=[O:47])[CH2:45][CH:44]=[CH:43][CH2:42]1.C(O)(=[O:58])C.C(O[BH-](OC(=O)C)OC(=O)C)(=O)C.[Na+]. (5) Given the product [F:20][C:21]1[CH:22]=[C:23]([NH:31][C:17]([C:10]2[CH:9]=[C:8]([C:5]3[CH:6]=[CH:7][C:2]([Cl:1])=[CH:3][CH:4]=3)[O:12][C:11]=2[C:13]([F:16])([F:15])[F:14])=[O:18])[CH:24]=[C:25]([C:27]([F:29])([F:30])[F:28])[CH:26]=1, predict the reactants needed to synthesize it. The reactants are: [Cl:1][C:2]1[CH:7]=[CH:6][C:5]([C:8]2[O:12][C:11]([C:13]([F:16])([F:15])[F:14])=[C:10]([C:17](Cl)=[O:18])[CH:9]=2)=[CH:4][CH:3]=1.[F:20][C:21]1[CH:22]=[C:23]([NH2:31])[CH:24]=[C:25]([C:27]([F:30])([F:29])[F:28])[CH:26]=1.C(N(CC)C(C)C)(C)C.Cl.C([O-])(O)=O.[Na+]. (6) Given the product [NH2:25][C:16]1[S:15][C:19]2[CH:20]=[CH:21][CH:22]=[C:23]([NH:24][C:12]([C:7]3[CH:6]=[CH:5][C:4]4[C:9](=[CH:10][CH:11]=[C:2]([Br:1])[CH:3]=4)[CH:8]=3)=[O:13])[C:18]=2[N:17]=1, predict the reactants needed to synthesize it. The reactants are: [Br:1][C:2]1[CH:3]=[C:4]2[C:9](=[CH:10][CH:11]=1)[CH:8]=[C:7]([C:12](Cl)=[O:13])[CH:6]=[CH:5]2.[S:15]1[C:19]2=[CH:20][CH:21]=[CH:22][C:23]([NH2:24])=[C:18]2[N:17]=[C:16]1[NH2:25]. (7) Given the product [Cl:19][C:9]1[CH:8]=[C:7]([C:2]2[CH:3]=[CH:4][CH:5]=[CH:6][N:1]=2)[N:12]=[C:11]2[CH:13]=[CH:14][S:15][C:10]=12, predict the reactants needed to synthesize it. The reactants are: [N:1]1[CH:6]=[CH:5][CH:4]=[CH:3][C:2]=1[C:7]1[N:12]=[C:11]2[CH:13]=[CH:14][S:15][C:10]2=[C:9](O)[CH:8]=1.P(Cl)(Cl)([Cl:19])=O.